From a dataset of Catalyst prediction with 721,799 reactions and 888 catalyst types from USPTO. Predict which catalyst facilitates the given reaction. (1) Reactant: [OH-].[Na+].C([O:5][C:6]([CH2:8][S:9][C:10]1[CH:26]=[CH:25][C:13]([O:14][CH2:15][C:16]2[CH:20]=[CH:19][S:18][C:17]=2[C:21]([O:23]C)=[O:22])=[CH:12][CH:11]=1)=[O:7])C. Product: [C:6]([CH2:8][S:9][C:10]1[CH:26]=[CH:25][C:13]([O:14][CH2:15][C:16]2[CH:20]=[CH:19][S:18][C:17]=2[C:21]([OH:23])=[O:22])=[CH:12][CH:11]=1)([OH:7])=[O:5]. The catalyst class is: 5. (2) Reactant: [CH3:1][S:2]([C:5]1[CH:6]=[CH:7][C:8]([O:14][C@@H:15]([CH3:20])[C:16]([F:19])([F:18])[F:17])=[C:9]([CH:13]=1)[C:10]([OH:12])=O)(=[O:4])=[O:3].Cl.[N:22]1([C:28]2[C:32]3[CH:33]=[CH:34][CH:35]=[CH:36][C:31]=3[S:30][N:29]=2)[CH2:27][CH2:26][NH:25][CH2:24][CH2:23]1.C(OCC)(=O)C. Product: [S:30]1[C:31]2[CH:36]=[CH:35][CH:34]=[CH:33][C:32]=2[C:28]([N:22]2[CH2:23][CH2:24][N:25]([C:10]([C:9]3[CH:13]=[C:5]([S:2]([CH3:1])(=[O:3])=[O:4])[CH:6]=[CH:7][C:8]=3[O:14][C@@H:15]([CH3:20])[C:16]([F:19])([F:18])[F:17])=[O:12])[CH2:26][CH2:27]2)=[N:29]1. The catalyst class is: 10. (3) Reactant: [F:1][C:2]1[CH:3]=[C:4]2[C:9](=[CH:10][CH:11]=1)[CH:8]=[N:7][C:6]([NH:12][C:13](=[O:45])[O:14][CH2:15][C@@H:16]([N:31]([CH3:44])[C:32]([NH:34][CH2:35][C:36]1[CH:41]=[CH:40][CH:39]=[C:38]([F:42])[C:37]=1[Cl:43])=[O:33])[CH2:17][C:18]([CH3:30])([CH3:29])[CH2:19][O:20][P:21]([O:26]CC)([O:23]CC)=[O:22])=[CH:5]2.[Si](I)(C)(C)C. Product: [F:1][C:2]1[CH:3]=[C:4]2[C:9](=[CH:10][CH:11]=1)[CH:8]=[N:7][C:6]([NH:12][C:13](=[O:45])[O:14][CH2:15][C@@H:16]([N:31]([CH3:44])[C:32]([NH:34][CH2:35][C:36]1[CH:41]=[CH:40][CH:39]=[C:38]([F:42])[C:37]=1[Cl:43])=[O:33])[CH2:17][C:18]([CH3:29])([CH3:30])[CH2:19][O:20][P:21]([OH:23])([OH:26])=[O:22])=[CH:5]2. The catalyst class is: 10. (4) Reactant: COC1CCCC1.[NH2:8][C@H:9]([C:16]([O:18][CH2:19][C:20]1[CH:25]=[CH:24][CH:23]=[CH:22][CH:21]=1)=[O:17])[CH2:10][O:11][C:12]([CH3:15])([CH3:14])[CH3:13].C1C=CC2N(O)N=NC=2C=1.[NH:36]([C:48]([O:50][CH2:51][CH:52]1[C:64]2[C:59](=[CH:60][CH:61]=[CH:62][CH:63]=2)[C:58]2[C:53]1=[CH:54][CH:55]=[CH:56][CH:57]=2)=[O:49])[C@H:37]([C:45](O)=[O:46])[C@@H:38]([CH3:44])[O:39][C:40]([CH3:43])([CH3:42])[CH3:41].CCN=C=NCCCN(C)C.Cl.C(=O)([O-])[O-].[Na+].[Na+]. Product: [NH:36]([C:48]([O:50][CH2:51][CH:52]1[C:64]2[C:59](=[CH:60][CH:61]=[CH:62][CH:63]=2)[C:58]2[C:53]1=[CH:54][CH:55]=[CH:56][CH:57]=2)=[O:49])[C@H:37]([C:45]([NH:8][C@H:9]([C:16]([O:18][CH2:19][C:20]1[CH:25]=[CH:24][CH:23]=[CH:22][CH:21]=1)=[O:17])[CH2:10][O:11][C:12]([CH3:15])([CH3:13])[CH3:14])=[O:46])[C@@H:38]([CH3:44])[O:39][C:40]([CH3:42])([CH3:43])[CH3:41]. The catalyst class is: 650. (5) Product: [F:22][C:17]1[CH:18]=[CH:19][CH:20]=[CH:21][C:16]=1[N:15]1[C:11]([S:8]([C:5]2[CH:6]=[N:7][C:2]([O:34][CH3:33])=[CH:3][CH:4]=2)(=[O:10])=[O:9])=[CH:12][C:13]([CH2:23][N:24]([CH3:32])[C:25](=[O:31])[O:26][C:27]([CH3:30])([CH3:29])[CH3:28])=[N:14]1. The catalyst class is: 5. Reactant: Cl[C:2]1[N:7]=[CH:6][C:5]([S:8]([C:11]2[N:15]([C:16]3[CH:21]=[CH:20][CH:19]=[CH:18][C:17]=3[F:22])[N:14]=[C:13]([CH2:23][N:24]([CH3:32])[C:25](=[O:31])[O:26][C:27]([CH3:30])([CH3:29])[CH3:28])[CH:12]=2)(=[O:10])=[O:9])=[CH:4][CH:3]=1.[CH3:33][O-:34].[Na+]. (6) Product: [CH2:1]([O:8][C:9]1[CH:16]=[CH:15][CH:14]=[C:13]([O:17][CH3:18])[C:10]=1[CH2:11][OH:12])[C:2]1[CH:3]=[CH:4][CH:5]=[CH:6][CH:7]=1. The catalyst class is: 7. Reactant: [CH2:1]([O:8][C:9]1[CH:16]=[CH:15][CH:14]=[C:13]([O:17][CH3:18])[C:10]=1[CH:11]=[O:12])[C:2]1[CH:7]=[CH:6][CH:5]=[CH:4][CH:3]=1.[H-].[Al+3].[Li+].[H-].[H-].[H-].O.O.O.O.O.O.O.O.O.O.[O-]S([O-])(=O)=O.[Na+].[Na+]. (7) Reactant: C([Si](C)(C)[O:6][C@H:7]([C:25]1[CH:26]=[CH:27][C:28]([NH:31][C:32](=[O:34])[CH3:33])=[N:29][CH:30]=1)[CH2:8][NH:9][CH2:10][CH2:11][O:12][C:13]1[CH:18]=[CH:17][C:16]([C:19]2[N:20]=[C:21]([CH3:24])[S:22][CH:23]=2)=[CH:15][CH:14]=1)(C)(C)C.[F-].C([N+](CCCC)(CCCC)CCCC)CCC. Product: [OH:6][C@H:7]([C:25]1[CH:26]=[CH:27][C:28]([NH:31][C:32](=[O:34])[CH3:33])=[N:29][CH:30]=1)[CH2:8][NH:9][CH2:10][CH2:11][O:12][C:13]1[CH:14]=[CH:15][C:16]([C:19]2[N:20]=[C:21]([CH3:24])[S:22][CH:23]=2)=[CH:17][CH:18]=1. The catalyst class is: 7. (8) Reactant: [CH3:1][S:2](Cl)(=[O:4])=[O:3].[NH2:6][C:7]1[CH:8]=[C:9]2[C:25](=[O:26])[NH:24][N:23]=[CH:22][C:11]3=[C:12]([C:16]4[CH:21]=[CH:20][CH:19]=[CH:18][CH:17]=4)[NH:13][C:14]([CH:15]=1)=[C:10]23. Product: [O:26]=[C:25]1[C:9]2[C:10]3[C:11](=[C:12]([C:16]4[CH:21]=[CH:20][CH:19]=[CH:18][CH:17]=4)[NH:13][C:14]=3[CH:15]=[C:7]([NH:6][S:2]([CH3:1])(=[O:4])=[O:3])[CH:8]=2)[CH:22]=[N:23][NH:24]1. The catalyst class is: 202. (9) The catalyst class is: 6. Reactant: [CH3:1][NH:2][C:3]1[S:4][C:5]2[CH2:26][CH2:25][CH2:24][CH2:23][C:6]=2[C:7]=1[C:8]([NH:10][C@H:11]([C:13]1[CH:22]=[CH:21][C:16]([C:17]([O:19][CH3:20])=[O:18])=[CH:15][CH:14]=1)[CH3:12])=[O:9].CN1CCN(C)C1=O.C(=O)([O-])[O-].[K+].[K+].Br[CH2:42][C:43]1[CH:48]=[CH:47][C:46]([Cl:49])=[CH:45][CH:44]=1. Product: [Cl:49][C:46]1[CH:47]=[CH:48][C:43]([CH2:42][N:2]([CH3:1])[C:3]2[S:4][C:5]3[CH2:26][CH2:25][CH2:24][CH2:23][C:6]=3[C:7]=2[C:8]([NH:10][C@H:11]([C:13]2[CH:22]=[CH:21][C:16]([C:17]([O:19][CH3:20])=[O:18])=[CH:15][CH:14]=2)[CH3:12])=[O:9])=[CH:44][CH:45]=1. (10) Reactant: [CH3:1][O:2][C:3]1[CH:4]=[C:5]2[C:10](=[CH:11][C:12]=1[O:13][CH3:14])[N:9]=[CH:8][CH:7]=[C:6]2[O:15][C:16]1[CH:22]=[CH:21][C:19]([NH2:20])=[CH:18][CH:17]=1.C(N(CC)CC)C.ClC(Cl)(O[C:34](=[O:40])OC(Cl)(Cl)Cl)Cl.[S:42]1[CH:46]=[CH:45][N:44]=[C:43]1[CH:47]([NH2:49])[CH3:48]. Product: [CH3:1][O:2][C:3]1[CH:4]=[C:5]2[C:10](=[CH:11][C:12]=1[O:13][CH3:14])[N:9]=[CH:8][CH:7]=[C:6]2[O:15][C:16]1[CH:22]=[CH:21][C:19]([NH:20][C:34]([NH:49][CH:47]([C:43]2[S:42][CH:46]=[CH:45][N:44]=2)[CH3:48])=[O:40])=[CH:18][CH:17]=1. The catalyst class is: 22.